Dataset: Full USPTO retrosynthesis dataset with 1.9M reactions from patents (1976-2016). Task: Predict the reactants needed to synthesize the given product. (1) The reactants are: [CH3:1][C:2]([C@H:4]1[C@@H:8]2[C@@H:9]3[C@@:22]([CH3:25])([CH2:23][CH2:24][C@@:7]2([CH2:31][OH:32])[CH2:6][CH2:5]1)[C@@:21]1([CH3:26])[C@@H:12]([C@:13]2([CH3:30])[C@@H:18]([CH2:19][CH2:20]1)[C:17]([CH3:28])([CH3:27])[C@@H:16]([OH:29])[CH2:15][CH2:14]2)[CH2:11][CH2:10]3)=[CH2:3].C(O)C. Given the product [CH3:25][C@:22]12[C@:21]3([CH3:26])[CH2:20][CH2:19][C@H:18]4[C:17]([CH3:27])([CH3:28])[C@@H:16]([OH:29])[CH2:15][CH2:14][C@:13]4([CH3:30])[C@H:12]3[CH2:11][CH2:10][C@@H:9]1[C@@H:8]1[C@@:7]3([CH2:31][O:32][C@H:4]1[C:2]([CH3:1])([CH3:3])[CH2:5][CH2:6]3)[CH2:24][CH2:23]2, predict the reactants needed to synthesize it. (2) Given the product [CH:1]1([NH:7][C:8]2[N:13]=[CH:12][N:11]=[C:10]([C:14]([NH:17][C:18]3[CH:23]=[CH:22][C:21]([NH:24][S:25]([CH3:28])(=[O:27])=[O:26])=[CH:20][C:19]=3[O:29][CH3:30])=[O:16])[CH:9]=2)[CH2:2][CH2:3][CH2:4][CH2:5][CH2:6]1, predict the reactants needed to synthesize it. The reactants are: [CH:1]1([NH:7][C:8]2[N:13]=[CH:12][N:11]=[C:10]([C:14]([OH:16])=O)[CH:9]=2)[CH2:6][CH2:5][CH2:4][CH2:3][CH2:2]1.[NH2:17][C:18]1[CH:23]=[CH:22][C:21]([NH:24][S:25]([CH3:28])(=[O:27])=[O:26])=[CH:20][C:19]=1[O:29][CH3:30]. (3) Given the product [CH3:17][O:18][C:19](=[O:34])[CH:20]([NH:29][C:30](=[O:33])[CH2:31][O:2][C:1](=[O:3])[CH2:4][O:5][C:6](=[O:16])[CH2:7][CH2:8][C:9]1[CH:10]=[CH:11][C:12]([OH:15])=[CH:13][CH:14]=1)[CH2:21][C:22]1[CH:27]=[CH:26][C:25]([OH:28])=[CH:24][CH:23]=1, predict the reactants needed to synthesize it. The reactants are: [C:1]([CH2:4][O:5][C:6](=[O:16])[CH2:7][CH2:8][C:9]1[CH:14]=[CH:13][C:12]([OH:15])=[CH:11][CH:10]=1)([OH:3])=[O:2].[CH3:17][O:18][C:19](=[O:34])[CH:20]([NH:29][C:30](=[O:33])[CH2:31]O)[CH2:21][C:22]1[CH:27]=[CH:26][C:25]([OH:28])=[CH:24][CH:23]=1.C1(N=C=NC2CCCCC2)CCCCC1.